From a dataset of NCI-60 drug combinations with 297,098 pairs across 59 cell lines. Regression. Given two drug SMILES strings and cell line genomic features, predict the synergy score measuring deviation from expected non-interaction effect. (1) Drug 1: CC1C(C(CC(O1)OC2CC(CC3=C2C(=C4C(=C3O)C(=O)C5=C(C4=O)C(=CC=C5)OC)O)(C(=O)CO)O)N)O.Cl. Cell line: MDA-MB-231. Drug 2: CC1OCC2C(O1)C(C(C(O2)OC3C4COC(=O)C4C(C5=CC6=C(C=C35)OCO6)C7=CC(=C(C(=C7)OC)O)OC)O)O. Synergy scores: CSS=27.9, Synergy_ZIP=2.56, Synergy_Bliss=2.71, Synergy_Loewe=8.03, Synergy_HSA=8.14. (2) Cell line: UO-31. Drug 1: CNC(=O)C1=CC=CC=C1SC2=CC3=C(C=C2)C(=NN3)C=CC4=CC=CC=N4. Drug 2: C1C(C(OC1N2C=NC(=NC2=O)N)CO)O. Synergy scores: CSS=5.08, Synergy_ZIP=-2.81, Synergy_Bliss=1.10, Synergy_Loewe=-1.07, Synergy_HSA=1.13. (3) Drug 1: CCC1(CC2CC(C3=C(CCN(C2)C1)C4=CC=CC=C4N3)(C5=C(C=C6C(=C5)C78CCN9C7C(C=CC9)(C(C(C8N6C=O)(C(=O)OC)O)OC(=O)C)CC)OC)C(=O)OC)O.OS(=O)(=O)O. Drug 2: C(CC(=O)O)C(=O)CN.Cl. Cell line: MCF7. Synergy scores: CSS=5.62, Synergy_ZIP=-2.45, Synergy_Bliss=-2.24, Synergy_Loewe=-1.15, Synergy_HSA=-1.60.